Task: Predict the reaction yield, written as a fraction of the theoretical maximum amount of product (1.0 means a 100% yield; for example, 0.34 means a 34% yield).. Dataset: Reaction yield outcomes from USPTO patents with 853,638 reactions The reactants are [CH3:1][NH:2][NH2:3].Cl[C:5]1[C:10]([C:11]([O:13][CH2:14][CH3:15])=[O:12])=[CH:9][N:8]=[C:7]([S:16][CH3:17])[N:6]=1.O. The catalyst is C(O)C. The product is [CH2:14]([O:13][C:11]([C:10]1[C:5]([N:2]([CH3:1])[NH2:3])=[N:6][C:7]([S:16][CH3:17])=[N:8][CH:9]=1)=[O:12])[CH3:15]. The yield is 0.690.